This data is from hERG potassium channel inhibition data for cardiac toxicity prediction from Karim et al.. The task is: Regression/Classification. Given a drug SMILES string, predict its toxicity properties. Task type varies by dataset: regression for continuous values (e.g., LD50, hERG inhibition percentage) or binary classification for toxic/non-toxic outcomes (e.g., AMES mutagenicity, cardiotoxicity, hepatotoxicity). Dataset: herg_karim. (1) The compound is CC(C)(C)NCCCc1cc(-c2cccc(C(F)(F)F)c2)nc(C#N)n1. The result is 1 (blocker). (2) The molecule is COc1ncc([C@]2(O)CC[C@H](N3CC(NC(=O)CNC(=O)c4cccc(C(F)(F)F)c4)C3)CC2)cc1C. The result is 0 (non-blocker). (3) The compound is Cc1coc([C@H]2C[C@H]3[C@@H](CF)SC(N)=N[C@@]3(c3ccc(F)cc3F)CO2)n1. The result is 0 (non-blocker). (4) The compound is O=C1CCc2cccnc2N1CCCN1CCC(n2c(=O)[nH]c3ccccc32)CC1. The result is 1 (blocker). (5) The compound is CCN1CCC2(C=C(c3ccc(C(=O)N(CC)CC)cc3)c3ccccc3O2)CC1. The result is 1 (blocker). (6) The molecule is Nc1cncc(Nc2ccc(Oc3ccc(C(F)(F)F)cc3)cc2)n1. The result is 1 (blocker).